From a dataset of Forward reaction prediction with 1.9M reactions from USPTO patents (1976-2016). Predict the product of the given reaction. Given the reactants [Na].COC(=O)CC[S:7][C:8]1[C:17]([C:18](=[O:26])[NH:19][CH2:20][C:21]2[S:22][CH:23]=[CH:24][CH:25]=2)=[CH:16][C:15]2[C:10](=[CH:11][CH:12]=[CH:13][CH:14]=2)[N:9]=1, predict the reaction product. The product is: [SH:7][C:8]1[C:17]([C:18]([NH:19][CH2:20][C:21]2[S:22][CH:23]=[CH:24][CH:25]=2)=[O:26])=[CH:16][C:15]2[C:10](=[CH:11][CH:12]=[CH:13][CH:14]=2)[N:9]=1.